Predict the reactants needed to synthesize the given product. From a dataset of Full USPTO retrosynthesis dataset with 1.9M reactions from patents (1976-2016). (1) Given the product [CH:17]1[C:26]2[C:21](=[CH:22][CH:23]=[CH:24][CH:25]=2)[CH:20]=[CH:19][C:18]=1[C:27]1[CH:40]=[CH:39][C:38]2[C:29](=[CH:30][C:31]3[C:36]([C:37]=2[C:2]2[CH:11]=[CH:10][C:9]4[C:4](=[CH:5][CH:6]=[CH:7][CH:8]=4)[CH:3]=2)=[CH:35][CH:34]=[CH:33][CH:32]=3)[CH:28]=1, predict the reactants needed to synthesize it. The reactants are: Br[C:2]1[CH:11]=[CH:10][C:9]2[C:4](=[CH:5][CH:6]=[CH:7][CH:8]=2)[CH:3]=1.C([Li])CCC.[CH:17]1[C:26]2[C:21](=[CH:22][CH:23]=[CH:24][CH:25]=2)[CH:20]=[CH:19][C:18]=1[C:27]1[CH:40]=[CH:39][C:38]2[C:37](=O)[C:36]3[C:31](=[CH:32][CH:33]=[CH:34][CH:35]=3)[CH2:30][C:29]=2[CH:28]=1.Cl. (2) Given the product [ClH:10].[CH:1]1([N:4]2[CH2:9][CH2:8][N:7]([C:11]3[N:12]=[N:13][C:14]([C:17]4[CH:22]=[CH:21][CH:20]=[C:19]([C:23]([F:24])([F:26])[F:25])[CH:18]=4)=[CH:15][CH:16]=3)[CH2:6][CH2:5]2)[CH2:3][CH2:2]1, predict the reactants needed to synthesize it. The reactants are: [CH:1]1([N:4]2[CH2:9][CH2:8][NH:7][CH2:6][CH2:5]2)[CH2:3][CH2:2]1.[Cl:10][C:11]1[N:12]=[N:13][C:14]([C:17]2[CH:22]=[CH:21][CH:20]=[C:19]([C:23]([F:26])([F:25])[F:24])[CH:18]=2)=[CH:15][CH:16]=1. (3) Given the product [CH2:10]([S:8][C:7]1[C:2]([Br:1])=[C:3]([C:12]2[O:13][CH:14]=[CH:15][CH:16]=2)[N:4]=[C:5]([NH2:11])[N:6]=1)[C:18]1[CH:23]=[CH:22][CH:21]=[CH:20][CH:19]=1, predict the reactants needed to synthesize it. The reactants are: [Br:1][C:2]1[C:3]([C:12]2[O:13][CH:14]=[CH:15][CH:16]=2)=[N:4][C:5]([NH2:11])=[N:6][C:7]=1[S:8]([CH3:10])=O.C(S)[C:18]1[CH:23]=[CH:22][CH:21]=[CH:20][CH:19]=1.C1CCN2C(=NCCC2)CC1.